Dataset: Forward reaction prediction with 1.9M reactions from USPTO patents (1976-2016). Task: Predict the product of the given reaction. (1) Given the reactants [Br:1][C:2]1[CH:9]=[C:8]([CH3:10])[CH:7]=[C:6]([F:11])[C:3]=1[CH:4]=O.S([O-])(OCCCCCCCCCCCC)(=O)=O.[Na+].C(OI(C1C=CC=CC=1)OC(=O)C)(=O)C.C([O-])(=O)C.[NH4+:49], predict the reaction product. The product is: [Br:1][C:2]1[CH:9]=[C:8]([CH3:10])[CH:7]=[C:6]([F:11])[C:3]=1[C:4]#[N:49]. (2) Given the reactants Cl[C:2]1[CH:6]=[CH:5]S[C:3]=1[C:7]([NH:9]N)=O.[NH2:11][NH2:12].[Cl:13][C:14]1[CH:18]=[CH:17][S:16][C:15]=1[C:19](Cl)=[O:20].[CH2:22](Cl)Cl, predict the reaction product. The product is: [Cl:13][C:14]1[CH:18]=[CH:17][S:16][C:15]=1[C:19]1[O:20][C:22]([N:9]2[CH2:5][CH2:6][CH2:2][CH2:3][CH2:7]2)=[N:12][N:11]=1.